This data is from Forward reaction prediction with 1.9M reactions from USPTO patents (1976-2016). The task is: Predict the product of the given reaction. (1) Given the reactants [Br:1][C:2]1[CH:7]=[CH:6][C:5]([S:8](Cl)(=[O:10])=[O:9])=[CH:4][C:3]=1[CH3:12].[C:13]([NH2:17])([CH3:16])([CH3:15])[CH3:14], predict the reaction product. The product is: [Br:1][C:2]1[CH:7]=[CH:6][C:5]([S:8]([NH:17][C:13]([CH3:16])([CH3:15])[CH3:14])(=[O:10])=[O:9])=[CH:4][C:3]=1[CH3:12]. (2) Given the reactants Cl[C:2]1[C:3]2[N:11]=[C:10]([Cl:12])[CH:9]=[CH:8][C:4]=2[N:5]=[CH:6][N:7]=1.[NH:13]1[CH2:18][CH2:17][O:16][CH2:15][CH2:14]1, predict the reaction product. The product is: [O:16]1[CH2:17][CH2:18][N:13]([C:2]2[C:3]3[N:11]=[C:10]([Cl:12])[CH:9]=[CH:8][C:4]=3[N:5]=[CH:6][N:7]=2)[CH2:14][CH2:15]1. (3) Given the reactants FC(F)(F)C(O)=O.[CH:8]([C:11]1[CH:16]=[CH:15][C:14]([NH:17][C:18](=[O:25])[CH2:19][CH:20]2[CH2:24][CH2:23][NH:22][CH2:21]2)=[CH:13][CH:12]=1)([CH3:10])[CH3:9].[NH2:26][C:27]1[C:32]([CH:33]=O)=[C:31](Cl)[N:30]=[CH:29][N:28]=1.CCN(C(C)C)C(C)C.Cl.[CH3:46][O:47][NH2:48], predict the reaction product. The product is: [NH2:26][C:27]1[N:28]=[CH:29][N:30]=[C:31]([N:22]2[CH2:23][CH2:24][CH:20]([CH2:19][C:18]([NH:17][C:14]3[CH:13]=[CH:12][C:11]([CH:8]([CH3:10])[CH3:9])=[CH:16][CH:15]=3)=[O:25])[CH2:21]2)[C:32]=1[CH:33]=[N:48][O:47][CH3:46]. (4) Given the reactants [NH2:1][CH2:2][CH:3]1[CH2:6][N:5]([C:7]2[S:8][C:9]([C:13]([O:15][CH2:16][CH3:17])=[O:14])=[C:10]([CH3:12])[N:11]=2)[CH2:4]1.[Cl:18][C:19]1[N:20]=[C:21]([C:26](O)=[O:27])[NH:22][C:23]=1[CH2:24][CH3:25].CCN=C=NCCCN(C)C.Cl.ON1C2C=CC=CC=2N=N1.CN1CCOCC1, predict the reaction product. The product is: [Cl:18][C:19]1[N:20]=[C:21]([C:26]([NH:1][CH2:2][CH:3]2[CH2:6][N:5]([C:7]3[S:8][C:9]([C:13]([O:15][CH2:16][CH3:17])=[O:14])=[C:10]([CH3:12])[N:11]=3)[CH2:4]2)=[O:27])[NH:22][C:23]=1[CH2:24][CH3:25]. (5) Given the reactants [F:1][C:2]([F:7])([F:6])[C:3]([OH:5])=[O:4].[C:8]([CH2:10][C:11]1([N:24]2[CH:28]=[C:27]([C:29]3[CH:30]=[N:31][C:32]4[N:33]([C:35]([CH2:38][C:39]5[CH:40]=[C:41]6[C:46](=[CH:47][CH:48]=5)[N:45]=[CH:44][CH:43]=[CH:42]6)=[CH:36][N:37]=4)[N:34]=3)[CH:26]=[N:25]2)[CH2:16][CH2:15][N:14](C(OC(C)(C)C)=O)[CH2:13][CH2:12]1)#[N:9], predict the reaction product. The product is: [N:45]1[C:46]2[C:41](=[CH:40][C:39]([CH2:38][C:35]3[N:33]4[N:34]=[C:29]([C:27]5[CH:26]=[N:25][N:24]([C:11]6([CH2:10][C:8]#[N:9])[CH2:16][CH2:15][NH:14][CH2:13][CH2:12]6)[CH:28]=5)[CH:30]=[N:31][C:32]4=[N:37][CH:36]=3)=[CH:48][CH:47]=2)[CH:42]=[CH:43][CH:44]=1.[C:3]([OH:5])([C:2]([F:7])([F:6])[F:1])=[O:4]. (6) Given the reactants [CH:1]1([N:4]([CH:20]2[CH2:25][CH2:24][NH:23][CH2:22][CH2:21]2)[C:5]([C:7]2[CH:8]=[N:9][C:10]([N:13]3[CH:17]=[CH:16][N:15]=[C:14]3[CH2:18]C)=[N:11][CH:12]=2)=[O:6])[CH2:3][CH2:2]1.CC1NC=CN=1, predict the reaction product. The product is: [CH:1]1([N:4]([CH:20]2[CH2:25][CH2:24][NH:23][CH2:22][CH2:21]2)[C:5]([C:7]2[CH:12]=[N:11][C:10]([N:13]3[CH:17]=[CH:16][N:15]=[C:14]3[CH3:18])=[N:9][CH:8]=2)=[O:6])[CH2:3][CH2:2]1. (7) Given the reactants [CH3:1][C:2]1[CH:7]=[CH:6][CH:5]=[C:4]([CH3:8])[C:3]=1[NH:9][C:10]([CH2:12][N:13]1[CH2:18][CH2:17][N:16](C(OCC2C=CC=CC=2)=O)[CH2:15][C:14]1=[O:29])=[O:11].[H][H], predict the reaction product. The product is: [CH3:8][C:4]1[CH:5]=[CH:6][CH:7]=[C:2]([CH3:1])[C:3]=1[NH:9][C:10](=[O:11])[CH2:12][N:13]1[CH2:18][CH2:17][NH:16][CH2:15][C:14]1=[O:29]. (8) The product is: [F:9][C:10]1[CH:11]=[C:12]([CH:15]=[CH:16][C:17]=1[F:18])[CH2:13][NH:14][C:33](=[O:34])[C:32]1[CH:37]=[CH:38][N:39]=[C:30]([N:27]2[CH2:28][CH2:29][N:25]([CH2:24][C:23]3[CH:22]=[CH:21][C:20]([F:19])=[CH:42][CH:41]=3)[C:26]2=[O:40])[CH:31]=1. Given the reactants C(N)C1C=CC=CC=1.[F:9][C:10]1[CH:11]=[C:12]([CH:15]=[CH:16][C:17]=1[F:18])[CH2:13][NH2:14].[F:19][C:20]1[CH:42]=[CH:41][C:23]([CH2:24][N:25]2[CH2:29][CH2:28][N:27]([C:30]3[CH:31]=[C:32]([CH:37]=[CH:38][N:39]=3)[C:33](OC)=[O:34])[C:26]2=[O:40])=[CH:22][CH:21]=1, predict the reaction product. (9) The product is: [C:24](=[O:23])([OH:10])[OH:5].[I:11][C:12]1[CH:13]=[C:14]([CH:17]=[CH:18][CH:19]=1)[CH2:15][NH:3][C:2]([NH2:4])=[NH:1]. Given the reactants [NH2:1][C:2]([NH2:4])=[NH:3].[OH-:5].[K+].C(Cl)Cl.[OH2:10].[I:11][C:12]1[CH:13]=[C:14]([CH:17]=[CH:18][CH:19]=1)[CH2:15]Br.C1[CH2:24][O:23]CC1, predict the reaction product. (10) Given the reactants P([O-])([O-])([O-])=O.[K+].[K+].[K+].Br[C:10]1[CH:14]=[C:13]([C:15]([O:17][CH2:18][CH3:19])=[O:16])[N:12]([C:20]2[CH:25]=[CH:24][C:23]([CH3:26])=[CH:22][CH:21]=2)[N:11]=1.[CH2:27]([SiH:29]([CH3:31])[CH3:30])[CH3:28], predict the reaction product. The product is: [CH2:27]([Si:29]([CH3:31])([CH3:30])[C:10]1[CH:14]=[C:13]([C:15]([O:17][CH2:18][CH3:19])=[O:16])[N:12]([C:20]2[CH:25]=[CH:24][C:23]([CH3:26])=[CH:22][CH:21]=2)[N:11]=1)[CH3:28].